The task is: Predict the product of the given reaction.. This data is from Forward reaction prediction with 1.9M reactions from USPTO patents (1976-2016). (1) The product is: [F:26][C:21]1([F:25])[CH2:22][CH2:23][CH2:24][N:19]([C:17]([C:15]2[N:16]=[C:12]([C:10]3[CH:9]=[CH:8][C:7]([CH2:27][NH:28][C:29](=[O:38])[C:30]([F:36])([F:37])[C:31]4[S:32][CH:33]=[CH:34][CH:35]=4)=[C:6]([CH2:5][CH2:4][C:3]([OH:39])=[O:2])[CH:11]=3)[O:13][CH:14]=2)=[O:18])[CH2:20]1.[CH3:1][O:2][C:3](=[O:39])[CH2:4][CH2:5][C:6]1[CH:11]=[C:10]([C:12]2[O:13][CH:14]=[C:15]([C:17]([N:19]3[CH2:24][CH2:23][CH2:22][C:21]([F:25])([F:26])[CH2:20]3)=[O:18])[N:16]=2)[CH:9]=[CH:8][C:7]=1[CH2:27][NH:28][C:29](=[O:38])[C:30]([F:36])([F:37])[C:31]1[S:32][CH:33]=[CH:34][CH:35]=1. Given the reactants [CH3:1][O:2][C:3](=[O:39])[CH:4]=[CH:5][C:6]1[CH:11]=[C:10]([C:12]2[O:13][CH:14]=[C:15]([C:17]([N:19]3[CH2:24][CH2:23][CH2:22][C:21]([F:26])([F:25])[CH2:20]3)=[O:18])[N:16]=2)[CH:9]=[CH:8][C:7]=1[CH2:27][NH:28][C:29](=[O:38])[C:30]([F:37])([F:36])[C:31]1[S:32][CH:33]=[CH:34][CH:35]=1, predict the reaction product. (2) Given the reactants C[N:2]([CH3:5])C=O.[Cl:6][C:7]1[CH:8]=C([CH:12]=[CH:13][C:14]=1N)OC.I[C:17]1[N:26]=[CH:25][C:24]2[CH2:23][CH2:22][C:21]3[C:27]([C:31]([NH2:33])=[O:32])=[N:28][N:29]([CH3:30])[C:20]=3[C:19]=2[N:18]=1.[C:34]([O-])([O-])=O.[K+].[K+].[OH2:40], predict the reaction product. The product is: [CH3:34][O:40][C:14]1[CH:13]=[CH:12][C:5]([NH:2][C:17]2[N:26]=[CH:25][C:24]3[CH2:23][CH2:22][C:21]4[C:27]([C:31]([NH2:33])=[O:32])=[N:28][N:29]([CH3:30])[C:20]=4[C:19]=3[N:18]=2)=[CH:8][C:7]=1[Cl:6]. (3) Given the reactants [C:1]([O:5][C@@H:6]([C:11]1[C:16]([CH3:17])=[CH:15][N:14]2[N:18]=[C:19]([C:21](=O)[NH:22][CH2:23][C:24](=O)[CH2:25][C:26]3[CH:31]=[CH:30][C:29]([F:32])=[CH:28][CH:27]=3)[CH:20]=[C:13]2[C:12]=1[N:35]1[CH2:40][CH2:39][C:38]([CH3:42])([CH3:41])[CH2:37][CH2:36]1)[C:7]([O:9]C)=[O:8])([CH3:4])([CH3:3])[CH3:2].COC1C=CC(P2(SP(C3C=CC(OC)=CC=3)(=S)S2)=[S:52])=CC=1, predict the reaction product. The product is: [C:1]([O:5][C@@H:6]([C:11]1[C:16]([CH3:17])=[CH:15][N:14]2[N:18]=[C:19]([C:21]3[S:52][C:24]([CH2:25][C:26]4[CH:31]=[CH:30][C:29]([F:32])=[CH:28][CH:27]=4)=[CH:23][N:22]=3)[CH:20]=[C:13]2[C:12]=1[N:35]1[CH2:40][CH2:39][C:38]([CH3:42])([CH3:41])[CH2:37][CH2:36]1)[C:7]([OH:9])=[O:8])([CH3:4])([CH3:3])[CH3:2]. (4) Given the reactants Cl.Cl.[NH2:3][CH2:4][C@@:5]1([OH:13])[CH:10]2[CH2:11][CH2:12][N:7]([CH2:8][CH2:9]2)[CH2:6]1.[N:14]1([C:19]2[N:24]=[CH:23][N:22]=[C:21]([N:25]=[C:26](SC)SC)[CH:20]=2)[CH:18]=[CH:17][N:16]=[CH:15]1.C(=O)([O-])[O-].[Cs+].[Cs+], predict the reaction product. The product is: [N:14]1([C:19]2[N:24]=[CH:23][N:22]=[C:21]([NH:25][C:26]3[O:13][C@:5]4([CH2:4][N:3]=3)[CH:10]3[CH2:9][CH2:8][N:7]([CH2:12][CH2:11]3)[CH2:6]4)[CH:20]=2)[CH:18]=[CH:17][N:16]=[CH:15]1.